Predict the product of the given reaction. From a dataset of Forward reaction prediction with 1.9M reactions from USPTO patents (1976-2016). (1) Given the reactants [Cl:1][C:2]1[CH:7]=[CH:6][C:5]([Cl:8])=[CH:4][C:3]=1[C:9]1([CH2:14][OH:15])[CH2:13][CH2:12][CH2:11][CH2:10]1.C(N(CC)CC)C.[S:23](Cl)([CH3:26])(=[O:25])=[O:24].C(OCC)(=O)C, predict the reaction product. The product is: [Cl:1][C:2]1[CH:7]=[CH:6][C:5]([Cl:8])=[CH:4][C:3]=1[C:9]1([CH2:14][O:15][S:23]([CH3:26])(=[O:25])=[O:24])[CH2:13][CH2:12][CH2:11][CH2:10]1. (2) Given the reactants [C:1]([C:4]1[CH:5]=[C:6]([C:10]2[N:11]=[CH:12][N:13]([C:15]([N:17]([CH:19]3[CH2:24][CH2:23][N:22]([CH2:25][C:26]4[CH:31]=[CH:30][CH:29]=[CH:28][C:27]=4[O:32][CH3:33])[CH2:21][CH2:20]3)[CH3:18])=[O:16])[CH:14]=2)[CH:7]=[CH:8][CH:9]=1)(=[O:3])[NH2:2].[ClH:34].C(OCC)C, predict the reaction product. The product is: [ClH:34].[C:1]([C:4]1[CH:5]=[C:6]([C:10]2[N:11]=[CH:12][N:13]([C:15]([N:17]([CH:19]3[CH2:20][CH2:21][N:22]([CH2:25][C:26]4[CH:31]=[CH:30][CH:29]=[CH:28][C:27]=4[O:32][CH3:33])[CH2:23][CH2:24]3)[CH3:18])=[O:16])[CH:14]=2)[CH:7]=[CH:8][CH:9]=1)(=[O:3])[NH2:2]. (3) Given the reactants [CH:1]1[C:13]2[NH:12][C:11]3[C:6](=[CH:7][CH:8]=[CH:9][CH:10]=3)[C:5]=2[CH:4]=[CH:3][CH:2]=1.[N:14]1[C:21](Cl)=[N:20][C:18](Cl)=[N:17][C:15]=1[Cl:16].[Li].[CH:24]1[C:36]2[NH:35][C:34]3[C:29](=[CH:30][CH:31]=[CH:32][CH:33]=3)[C:28]=2[CH:27]=[CH:26][CH:25]=1.O, predict the reaction product. The product is: [Cl:16][C:15]1[N:14]=[C:21]([N:12]2[C:11]3[CH:10]=[CH:9][CH:8]=[CH:7][C:6]=3[C:5]3[C:13]2=[CH:1][CH:2]=[CH:3][CH:4]=3)[N:20]=[C:18]([N:35]2[C:36]3[CH:24]=[CH:25][CH:26]=[CH:27][C:28]=3[C:29]3[C:34]2=[CH:33][CH:32]=[CH:31][CH:30]=3)[N:17]=1.